From a dataset of Experimentally validated miRNA-target interactions with 360,000+ pairs, plus equal number of negative samples. Binary Classification. Given a miRNA mature sequence and a target amino acid sequence, predict their likelihood of interaction. (1) The miRNA is hsa-miR-876-5p with sequence UGGAUUUCUUUGUGAAUCACCA. The protein sequence of the target gene is MYCCSAQDSKMDYKRRFLLGGSKQKVQQHQQYPMPELGRALSAPLASTATTAPLGSLTAAGSCHHAMPHTTPIADIQQGISKYLDALNVFCRASTFLTDLFSTVFRNSHYSKAATQLKDVQEHVMEAASRLTSAIKPEIAKMLMELSAGAANFTDQKEFSLQDIEVLGRCFLTVVQVHFQFLTHALQKVQPVAHSCFAEVIVPEKKNSGSGGGLSGMGHTPEVEEAVRSWRGAAEATSRLRERGCDGCLAGIEVQQLFCSQSAAIPEHQLKELNIKIDSALQAYKIALESLGHCEYAMKA.... Result: 0 (no interaction). (2) Result: 0 (no interaction). The protein sequence of the target gene is MEEGNNNEEVIHLNNFHCHRGQEWINLRDGPITISDSSDEERIPMLVTPAPQQHEEEDLDDDVILTEDDSEDDYGEFLDLGPPGISEFTKPSGQTEREPKPGPSHNQAANDIVNPRSEQKVIILEEGSLLYTESDPLETQNQSSEDSETELLSNLGESAALADDQAIEEDCWLDHPYFQSLNQQPREITNQVVPQERQPEAELGRLLFQHEFPGPAFPRPEPQQGGISGPSSPQPAHPLGEFEDQQLASDDEEPGPAFPMQESQEPNLENIWGQEAAEVDQELVELLVKETEARFPDVAN.... The miRNA is hsa-miR-8083 with sequence CAGGACUUGACGGCUGCAACU. (3) The miRNA is mmu-miR-466i-3p with sequence AUACACACACACAUACACACUA. The protein sequence of the target gene is MAEAPPVSGTFKFNTDAAEFIPQERKTSGLNCGTQRRLDSSRIGRRNYSSSPPCHLPRHIPYEDISAVHQHSYASGSKPKSPQGFFQSSNKSLKNHGLQNQPWQKARNEKHQNRNKKAQGLSEQTSDTSSLESVARSESGTNPREHSPSESEKEVVIADPRGAKPKKAAQLTYNYGRGPKAKGRLRSEWGNRMSPKSEDENTRPVAISHTDSSDASCRKPVVDPCVCRRNEQRRYPQKRPPWEVEGARPRPGRNPPKQESQRHINAGPKTNMSPIPKDNLRERPTKSACDTGNLAVVSKS.... Result: 0 (no interaction). (4) The miRNA is mmu-miR-96-5p with sequence UUUGGCACUAGCACAUUUUUGCU. The protein sequence of the target gene is MQCSWKAVLLLALASIAIQYTAIRTFTAKSFHTCPGLTDTGLAERLCEEGPTFSYNLSRKTHVLILATTRSGSSFVGQLFNQHMDVFYLFEPLYHVQNTLIPRFTQGKSPADRRVMLGASRDLLRSLYDCDLYFLENYIKPPPVNHTTNRVFRRGASRVLCSRPVCDPPGSSDLILEEGDCVRMCGLLNLTLAAEACRERSHVAIKTVRVPEVNDLRALVEDPRLNLKVIQLVRDPRGILASRSETFRDTYRLWRLWYGTGRKPYNLDVTQLTTVCEDFSSSVSTGLMRPSWLKGKYMLV.... Result: 1 (interaction). (5) The miRNA is hsa-miR-3145-3p with sequence AGAUAUUUUGAGUGUUUGGAAUUG. The protein sequence of the target gene is MVIRVFIASSSGFVAIKKKQQDVVRFLEANKIEFEEVDITMSEEQRQWMYKNVPPEKKPTQGNPLPPQIFNGDRYCGDYDSFFESKESNTVFSFLGLKPRLASKAEP. Result: 0 (no interaction).